From a dataset of Catalyst prediction with 721,799 reactions and 888 catalyst types from USPTO. Predict which catalyst facilitates the given reaction. (1) Reactant: [Br:1][C:2]1[CH:3]=[C:4]2[C:9](=[CH:10][CH:11]=1)[N:8]=[CH:7][CH:6]=[C:5]2[S:12][C:13]1([C:18]([O:20]CC)=[O:19])[CH2:17][CH2:16][CH2:15][CH2:14]1.O1CCCC1.O.[OH-].[Li+].[OH-].[Na+]. Product: [Br:1][C:2]1[CH:3]=[C:4]2[C:9](=[CH:10][CH:11]=1)[N:8]=[CH:7][CH:6]=[C:5]2[S:12][C:13]1([C:18]([OH:20])=[O:19])[CH2:17][CH2:16][CH2:15][CH2:14]1. The catalyst class is: 97. (2) Reactant: [OH:1][C:2]1([C:13]2[CH:18]=[CH:17][C:16]([Si](C)(C)C)=[CH:15][CH:14]=2)[CH2:5][N:4]([C:6]([O:8][C:9]([CH3:12])([CH3:11])[CH3:10])=[O:7])[CH2:3]1.[K+].[Br-:24].CO.ClN1C(=O)CCC1=O. Product: [Br:24][C:16]1[CH:17]=[CH:18][C:13]([C:2]2([OH:1])[CH2:5][N:4]([C:6]([O:8][C:9]([CH3:12])([CH3:11])[CH3:10])=[O:7])[CH2:3]2)=[CH:14][CH:15]=1. The catalyst class is: 15. (3) Reactant: [H-].C([Al+]CC(C)C)C(C)C.O1CCCC1.[CH2:16]([O:18][C:19]1[CH:24]=[CH:23][C:22]([C@H:25]2[CH2:30][CH2:29][C@H:28]([CH:31]3[CH2:36][CH2:35][CH:34]([C@H:37]4[CH2:42][CH2:41][C@H:40]([CH2:43][CH2:44][CH2:45][CH2:46][CH3:47])[CH2:39][CH2:38]4)[O:33][C:32]3=[O:48])[CH2:27][CH2:26]2)=[C:21]([F:49])[C:20]=1[F:50])[CH3:17]. Product: [CH2:16]([O:18][C:19]1[CH:24]=[CH:23][C:22]([C@H:25]2[CH2:26][CH2:27][C@H:28]([CH:31]3[CH2:36][CH2:35][CH:34]([C@H:37]4[CH2:42][CH2:41][C@H:40]([CH2:43][CH2:44][CH2:45][CH2:46][CH3:47])[CH2:39][CH2:38]4)[O:33][CH:32]3[OH:48])[CH2:29][CH2:30]2)=[C:21]([F:49])[C:20]=1[F:50])[CH3:17]. The catalyst class is: 106. (4) Reactant: O=P12OP3(OP(OP(O3)(O1)=O)(=O)O2)=O.[C:15]1([CH2:21][CH2:22][CH2:23][NH:24][CH:25]=O)[CH:20]=[CH:19][CH:18]=[CH:17][CH:16]=1. Product: [CH:25]1[C:16]2[CH:17]=[CH:18][CH:19]=[CH:20][C:15]=2[CH2:21][CH2:22][CH2:23][N:24]=1. The catalyst class is: 788. (5) Reactant: [NH2:1][CH2:2][CH:3]1[CH2:12][CH2:11][CH2:10][C:9]2[CH:8]=[C:7]([NH:13][S:14]([C:17]3[CH:22]=[CH:21][CH:20]=[CH:19][CH:18]=3)(=[O:16])=[O:15])[CH:6]=[CH:5][C:4]1=2.[CH2:23]([O:30][C:31]([N:33]([CH2:35][C:36](O)=[O:37])[CH3:34])=[O:32])[C:24]1[CH:29]=[CH:28][CH:27]=[CH:26][CH:25]=1.ON1C2C=CC=CC=2N=N1.CC[N+](CCCN(C)C)=C=N. Product: [CH2:23]([O:30][C:31](=[O:32])[N:33]([CH2:35][C:36](=[O:37])[NH:1][CH2:2][C:3]1[C:4]2[C:9](=[CH:8][C:7]([NH:13][S:14]([C:17]3[CH:18]=[CH:19][CH:20]=[CH:21][CH:22]=3)(=[O:16])=[O:15])=[CH:6][CH:5]=2)[CH:10]=[CH:11][CH:12]=1)[CH3:34])[C:24]1[CH:29]=[CH:28][CH:27]=[CH:26][CH:25]=1. The catalyst class is: 347. (6) Reactant: C[O:2][C:3](=[O:18])[C:4]1[C:9]([NH:10][CH:11]([CH2:14][CH3:15])[CH2:12][CH3:13])=[CH:8][C:7]([CH3:16])=[N:6][C:5]=1[Cl:17].O[Li].O. Product: [Cl:17][C:5]1[N:6]=[C:7]([CH3:16])[CH:8]=[C:9]([NH:10][CH:11]([CH2:14][CH3:15])[CH2:12][CH3:13])[C:4]=1[C:3]([OH:18])=[O:2]. The catalyst class is: 127. (7) Product: [CH3:20][O:19][N:18]([CH3:17])[C:3]([C:5]1[CH:9]=[CH:8][N:7]([S:10](=[O:14])(=[O:15])[N:11]([CH3:12])[CH3:13])[N:6]=1)=[O:4]. Reactant: CO[C:3]([C:5]1[CH:9]=[CH:8][N:7]([S:10](=[O:15])(=[O:14])[N:11]([CH3:13])[CH3:12])[N:6]=1)=[O:4].Cl.[CH3:17][NH:18][O:19][CH3:20].C([Mg]Cl)(C)C. The catalyst class is: 2. (8) Reactant: Br[CH2:2][CH:3]1[CH2:8][CH2:7][CH2:6][CH2:5][CH2:4]1.[H-].[Na+].[Na+].[I-].[CH3:13][O:14][C:15]1[CH:32]=[CH:31][C:18]([CH2:19][N:20]2[CH:29]=[C:28]3[C:22]([NH:23][CH2:24][CH2:25][CH2:26][C:27]3=[O:30])=[N:21]2)=[CH:17][CH:16]=1. Product: [CH:3]1([CH2:2][N:23]2[CH2:24][CH2:25][CH2:26][C:27](=[O:30])[C:28]3=[CH:29][N:20]([CH2:19][C:18]4[CH:17]=[CH:16][C:15]([O:14][CH3:13])=[CH:32][CH:31]=4)[N:21]=[C:22]23)[CH2:8][CH2:7][CH2:6][CH2:5][CH2:4]1. The catalyst class is: 3. (9) Product: [C:8]([O:7][C@@H:6]1[C@@H:11]([O:12][C:13](=[O:15])[CH3:14])[C@H:16]([O:17][C:18](=[O:20])[CH3:19])[C@@H:21]([CH2:23][O:24][C:25](=[O:27])[CH3:26])[O:22][CH:5]1[OH:4])(=[O:10])[CH3:9]. The catalyst class is: 9. Reactant: C([O:4][C@@H:5]1[O:22][C@H:21]([CH2:23][O:24][C:25](=[O:27])[CH3:26])[C@@H:16]([O:17][C:18](=[O:20])[CH3:19])[C@H:11]([O:12][C:13](=[O:15])[CH3:14])[C@H:6]1[O:7][C:8](=[O:10])[CH3:9])(=O)C.C([O-])(=O)C.[NH4+]. (10) Product: [F:33][C:30]([F:31])([F:32])[C:22]1[CH:21]=[C:20]([C@H:18]([O:17][C@H:14]2[O:15][CH2:16][C@@H:10]3[CH2:9][NH:8][CH2:12][C@H:11]3[C@@H:13]2[C:34]2[CH:35]=[CH:36][C:37]([F:40])=[CH:38][CH:39]=2)[CH3:19])[CH:25]=[C:24]([C:26]([F:29])([F:27])[F:28])[CH:23]=1. Reactant: C([N:8]1[CH2:12][C@H:11]2[C@H:13]([C:34]3[CH:39]=[CH:38][C:37]([F:40])=[CH:36][CH:35]=3)[C@@H:14]([O:17][C@@H:18]([C:20]3[CH:25]=[C:24]([C:26]([F:29])([F:28])[F:27])[CH:23]=[C:22]([C:30]([F:33])([F:32])[F:31])[CH:21]=3)[CH3:19])[O:15][CH2:16][C@@H:10]2[CH2:9]1)C1C=CC=CC=1.[H][H]. The catalyst class is: 261.